Task: Predict the reactants needed to synthesize the given product.. Dataset: Full USPTO retrosynthesis dataset with 1.9M reactions from patents (1976-2016) (1) Given the product [Cl:31][C:32]1[N:33]=[CH:34][N:35]([C:37]2[CH:43]=[CH:42][C:40]([NH:41][C:2]3[N:3]=[C:4]([N:18]4[CH2:19][CH:20]([N:22]([CH3:30])[C:23](=[O:29])[O:24][C:25]([CH3:26])([CH3:28])[CH3:27])[CH2:21]4)[C:5]4[CH2:10][CH2:9][CH:8]([C:11]5[CH:12]=[CH:13][C:14]([F:17])=[CH:15][CH:16]=5)[C:6]=4[N:7]=3)=[CH:39][C:38]=2[O:44][CH3:45])[CH:36]=1, predict the reactants needed to synthesize it. The reactants are: Cl[C:2]1[N:3]=[C:4]([N:18]2[CH2:21][CH:20]([N:22]([CH3:30])[C:23](=[O:29])[O:24][C:25]([CH3:28])([CH3:27])[CH3:26])[CH2:19]2)[C:5]2[CH2:10][CH2:9][CH:8]([C:11]3[CH:16]=[CH:15][C:14]([F:17])=[CH:13][CH:12]=3)[C:6]=2[N:7]=1.[Cl:31][C:32]1[N:33]=[CH:34][N:35]([C:37]2[CH:43]=[CH:42][C:40]([NH2:41])=[CH:39][C:38]=2[O:44][CH3:45])[CH:36]=1. (2) Given the product [CH3:23][N:24]1[C:28]([C:29]2[CH:34]=[CH:33][CH:32]=[CH:31][CH:30]=2)=[N:27][N:26]=[C:25]1[S:35][CH2:2][CH2:3][CH2:4][N:5]1[CH2:11][CH2:10][C:9]2[C:12]3[N:18]=[C:17]([C:19]([F:22])([F:21])[F:20])[O:16][C:13]=3[CH:14]=[CH:15][C:8]=2[CH2:7][CH2:6]1, predict the reactants needed to synthesize it. The reactants are: Cl[CH2:2][CH2:3][CH2:4][N:5]1[CH2:11][CH2:10][C:9]2[C:12]3[N:18]=[C:17]([C:19]([F:22])([F:21])[F:20])[O:16][C:13]=3[CH:14]=[CH:15][C:8]=2[CH2:7][CH2:6]1.[CH3:23][N:24]1[C:28]([C:29]2[CH:34]=[CH:33][CH:32]=[CH:31][CH:30]=2)=[N:27][NH:26][C:25]1=[S:35].